From a dataset of Full USPTO retrosynthesis dataset with 1.9M reactions from patents (1976-2016). Predict the reactants needed to synthesize the given product. (1) Given the product [CH2:1]([O:8][CH2:9][N:10]1[C:15](=[O:16])[C:14]([Br:17])=[N:13][N:12]([CH2:18][CH2:19][N:32]2[CH2:33][CH2:34][O:29][CH2:30][CH2:31]2)[C:11]1=[O:28])[C:2]1[CH:3]=[CH:4][CH:5]=[CH:6][CH:7]=1, predict the reactants needed to synthesize it. The reactants are: [CH2:1]([O:8][CH2:9][N:10]1[C:15](=[O:16])[C:14]([Br:17])=[N:13][N:12]([CH2:18][C:19](F)(F)C2C=CC=CC=2)[C:11]1=[O:28])[C:2]1[CH:7]=[CH:6][CH:5]=[CH:4][CH:3]=1.[O:29]1[CH2:34][CH2:33][N:32](CCO)[CH2:31][CH2:30]1. (2) Given the product [NH2:8][C:6]1[CH:7]=[C:2]([Br:1])[C:3]([OH:12])=[C:4]([Br:11])[CH:5]=1, predict the reactants needed to synthesize it. The reactants are: [Br:1][C:2]1[CH:7]=[C:6]([N+:8]([O-])=O)[CH:5]=[C:4]([Br:11])[C:3]=1[OH:12].O.O.[Sn](Cl)Cl. (3) Given the product [CH:1]1([CH2:4][C:5]2([C:22]#[N:23])[CH2:10][CH2:9][C:8]([S:11][CH2:25][CH:26]3[CH2:28][CH2:27]3)=[CH:7][CH2:6]2)[CH2:2][CH2:3]1, predict the reactants needed to synthesize it. The reactants are: [CH:1]1([CH2:4][C:5]2([C:22]#[N:23])[CH2:10][CH2:9][C:8]([S:11][Si](C(C)C)(C(C)C)C(C)C)=[CH:7][CH2:6]2)[CH2:3][CH2:2]1.Br[CH2:25][CH:26]1[CH2:28][CH2:27]1.[F-].[Cs+]. (4) Given the product [Cl:16][C:13]1[CH:14]=[CH:15][C:6]([O:5][CH2:4][C:3]([OH:33])=[O:2])=[C:7]2[C:12]=1[N:11]=[C:10]([CH:17]([CH3:18])[CH3:19])[C:9]([CH2:20][C:21]1[CH:26]=[CH:25][C:24]([N:27]3[CH:31]=[CH:30][CH:29]=[N:28]3)=[CH:23][CH:22]=1)=[C:8]2[CH3:32], predict the reactants needed to synthesize it. The reactants are: C[O:2][C:3](=[O:33])[CH2:4][O:5][C:6]1[CH:15]=[CH:14][C:13]([Cl:16])=[C:12]2[C:7]=1[C:8]([CH3:32])=[C:9]([CH2:20][C:21]1[CH:26]=[CH:25][C:24]([N:27]3[CH:31]=[CH:30][CH:29]=[N:28]3)=[CH:23][CH:22]=1)[C:10]([CH:17]([CH3:19])[CH3:18])=[N:11]2. (5) Given the product [N+:65]([C:68]1[CH:73]=[C:72]([N+:74]([O-:76])=[O:75])[CH:71]=[CH:70][C:69]=1[NH:27][CH2:3][C@@H:2]([C:7]([OH:9])=[O:8])[NH:1][C:10]([O:12][CH2:13][CH:14]1[C:15]2[CH:16]=[CH:17][CH:18]=[CH:19][C:20]=2[C:21]2[C:26]1=[CH:25][CH:24]=[CH:23][CH:22]=2)=[O:11])([O-:67])=[O:66], predict the reactants needed to synthesize it. The reactants are: [NH:1]([C:10]([O:12][CH2:13][CH:14]1[C:26]2[C:21](=[CH:22][CH:23]=[CH:24][CH:25]=2)[C:20]2[C:15]1=[CH:16][CH:17]=[CH:18][CH:19]=2)=[O:11])[C@H:2]([C:7]([OH:9])=[O:8])[CH2:3]C(=O)N.[N:27]1C=CC=CC=1.FC(F)(F)C(OI(C1C=CC=CC=1)OC(=O)C(F)(F)F)=O.C([O-])([O-])=O.[Na+].[Na+].C([O-])(O)=O.[Na+].[N+:65]([C:68]1[CH:73]=[C:72]([N+:74]([O-:76])=[O:75])[CH:71]=[CH:70][C:69]=1F)([O-:67])=[O:66].Cl. (6) Given the product [CH3:3][O:4][CH2:5][C:6]1[S:10][C:9]([CH2:11][OH:12])=[CH:8][CH:7]=1, predict the reactants needed to synthesize it. The reactants are: N#N.[CH3:3][O:4][CH2:5][C:6]1[S:10][C:9]([CH:11]=[O:12])=[CH:8][CH:7]=1.[BH4-].[Na+].O. (7) Given the product [C:11]([C:10]1[C:5]([NH:4][CH2:1][CH2:2][CH3:3])=[N:6][C:7]([NH:42][CH2:41][CH2:40][C:37]2[CH:38]=[CH:39][N:34]=[CH:35][CH:36]=2)=[N:8][CH:9]=1)#[N:12], predict the reactants needed to synthesize it. The reactants are: [CH2:1]([NH:4][C:5]1[C:10]([C:11]#[N:12])=[CH:9][N:8]=[C:7](SC)[N:6]=1)[CH2:2][CH3:3].C1C=C(Cl)C=C(C(OO)=O)C=1.ClCCl.C(=O)([O-])O.[Na+].[N:34]1[CH:39]=[CH:38][C:37]([CH2:40][CH2:41][NH2:42])=[CH:36][CH:35]=1.C(Cl)(=O)C1C=CC=CC=1. (8) Given the product [C:24]([O:23][C:22](=[O:28])[NH:21][C:16]1([CH3:15])[CH2:20][CH2:19][N:18]([C:2]2[CH:7]=[CH:6][C:5]([I:8])=[CH:4][N:3]=2)[CH2:17]1)([CH3:27])([CH3:25])[CH3:26], predict the reactants needed to synthesize it. The reactants are: F[C:2]1[CH:7]=[CH:6][C:5]([I:8])=[CH:4][N:3]=1.C(=O)([O-])[O-].[K+].[K+].[CH3:15][C:16]1([NH:21][C:22](=[O:28])[O:23][C:24]([CH3:27])([CH3:26])[CH3:25])[CH2:20][CH2:19][NH:18][CH2:17]1.O. (9) Given the product [Cl:1]/[C:2](/[C:12]([F:15])([F:14])[F:13])=[CH:3]\[CH:4]1[CH:6]([C:7]([O:30][CH:26]([C:25]2[CH:31]=[CH:32][CH:33]=[C:23]([O:16][C:17]3[CH:22]=[CH:21][CH:20]=[CH:19][CH:18]=3)[CH:24]=2)[C:27]([OH:29])=[O:28])=[O:8])[C:5]1([CH3:11])[CH3:10], predict the reactants needed to synthesize it. The reactants are: [Cl:1]/[C:2](/[C:12]([F:15])([F:14])[F:13])=[CH:3]\[CH:4]1[CH:6]([C:7](Cl)=[O:8])[C:5]1([CH3:11])[CH3:10].[O:16]([C:23]1[CH:24]=[C:25]([CH:31]=[CH:32][CH:33]=1)[CH:26]([OH:30])[C:27]([OH:29])=[O:28])[C:17]1[CH:22]=[CH:21][CH:20]=[CH:19][CH:18]=1.N1C=CC=CC=1. (10) Given the product [N:38]1([C:41]2[C:46]([NH:47][C:72]3[C:71]4[C:66](=[CH:67][C:68]([F:77])=[CH:69][C:70]=4[F:76])[N:65]=[C:64]([C:61]4[CH:62]=[CH:63][C:58]([C:54]([CH3:56])([CH3:55])[CH3:57])=[CH:59][CH:60]=4)[C:73]=3[CH3:74])=[CH:45][C:44]([N:48]3[CH2:49][CH2:50][O:51][CH2:52][CH2:53]3)=[CH:43][N:42]=2)[CH2:39][CH2:40][O:35][CH2:36][CH2:37]1, predict the reactants needed to synthesize it. The reactants are: C1(P(C2CCCCC2)C2C=CC=CC=2C2C(C(C)C)=CC(C(C)C)=CC=2C(C)C)CCCCC1.[O:35]1[CH2:40][CH2:39][N:38]([C:41]2[C:46]([NH2:47])=[CH:45][C:44]([N:48]3[CH2:53][CH2:52][O:51][CH2:50][CH2:49]3)=[CH:43][N:42]=2)[CH2:37][CH2:36]1.[C:54]([C:58]1[CH:63]=[CH:62][C:61]([C:64]2[C:73]([CH3:74])=[C:72](Cl)[C:71]3[C:66](=[CH:67][C:68]([F:77])=[CH:69][C:70]=3[F:76])[N:65]=2)=[CH:60][CH:59]=1)([CH3:57])([CH3:56])[CH3:55].CC(C)([O-])C.[Na+].